From a dataset of Full USPTO retrosynthesis dataset with 1.9M reactions from patents (1976-2016). Predict the reactants needed to synthesize the given product. (1) Given the product [C:1]([O:5][C@@H:6]([C:12]1[C:13]([CH3:65])=[N:14][C:15]2[N:16]([N:50]=[C:51]([CH2:53][CH2:54][CH2:55][C:56]3[CH:61]=[C:60]([F:62])[CH:59]=[C:58]([F:63])[C:57]=3[OH:64])[CH:52]=2)[C:17]=1[N:18]1[CH2:19][CH2:20][C:21]([O:25][CH2:26][CH2:27][CH2:28][CH2:29][C@H:30]([OH:32])[CH3:31])([CH3:24])[CH2:22][CH2:23]1)[C:7]([O:9][CH2:10][CH3:11])=[O:8])([CH3:2])([CH3:3])[CH3:4], predict the reactants needed to synthesize it. The reactants are: [C:1]([O:5][C@@H:6]([C:12]1[C:13]([CH3:65])=[N:14][C:15]2[N:16]([N:50]=[C:51]([CH2:53][CH2:54][CH2:55][C:56]3[CH:61]=[C:60]([F:62])[CH:59]=[C:58]([F:63])[C:57]=3[OH:64])[CH:52]=2)[C:17]=1[N:18]1[CH2:23][CH2:22][C:21]([O:25][CH2:26][CH2:27][CH2:28][CH2:29][C@H:30]([O:32][Si](C(C)(C)C)(C2C=CC=CC=2)C2C=CC=CC=2)[CH3:31])([CH3:24])[CH2:20][CH2:19]1)[C:7]([O:9][CH2:10][CH3:11])=[O:8])([CH3:4])([CH3:3])[CH3:2].CCCC[N+](CCCC)(CCCC)CCCC.[F-]. (2) Given the product [Cl:1][C:2]1[CH:3]=[C:4]([C@@H:12]([CH2:16][CH:17]2[CH2:21][CH2:20][CH2:19][CH2:18]2)[C:13]([NH:40][C:37]2[CH:36]=[N:35][C:34]([C:29]3[O:28][CH2:33][CH2:32][CH2:31][CH:30]=3)=[CH:39][N:38]=2)=[O:15])[CH:5]=[CH:6][C:7]=1[S:8]([CH3:11])(=[O:9])=[O:10], predict the reactants needed to synthesize it. The reactants are: [Cl:1][C:2]1[CH:3]=[C:4]([C@@H:12]([CH2:16][CH:17]2[CH2:21][CH2:20][CH2:19][CH2:18]2)[C:13]([OH:15])=O)[CH:5]=[CH:6][C:7]=1[S:8]([CH3:11])(=[O:10])=[O:9].C(Cl)(=O)C(Cl)=O.[O:28]1[CH2:33][CH2:32][CH2:31][CH:30]=[C:29]1[C:34]1[N:35]=[CH:36][C:37]([NH2:40])=[N:38][CH:39]=1.N1C(C)=CC=CC=1C. (3) Given the product [Br:15][CH2:1][C:2]1[CH:11]=[C:10]([N+:12]([O-:14])=[O:13])[CH:9]=[CH:8][C:3]=1[C:4]([O:6][CH3:7])=[O:5], predict the reactants needed to synthesize it. The reactants are: [CH3:1][C:2]1[CH:11]=[C:10]([N+:12]([O-:14])=[O:13])[CH:9]=[CH:8][C:3]=1[C:4]([O:6][CH3:7])=[O:5].[Br:15]N1C(=O)CCC1=O.C(OOC(=O)C1C=CC=CC=1)(=O)C1C=CC=CC=1.Cl. (4) Given the product [NH2:7][C:8]1([C:12]2[CH:17]=[CH:16][C:15]([C:18]3[C:38]([C:39]4[CH:44]=[CH:43][CH:42]=[CH:41][CH:40]=4)=[CH:37][N:21]4[N:22]=[C:23]5[C:28]([C:27]([C:29]6[CH:34]=[CH:33][C:32]([C:35]#[N:36])=[CH:31][CH:30]=6)=[CH:26][CH:25]=[CH:24]5)=[C:20]4[N:19]=3)=[CH:14][CH:13]=2)[CH2:9][CH2:10][CH2:11]1, predict the reactants needed to synthesize it. The reactants are: C(OC(=O)[NH:7][C:8]1([C:12]2[CH:17]=[CH:16][C:15]([C:18]3[C:38]([C:39]4[CH:44]=[CH:43][CH:42]=[CH:41][CH:40]=4)=[CH:37][N:21]4[N:22]=[C:23]5[C:28]([C:27]([C:29]6[CH:34]=[CH:33][C:32]([C:35]#[N:36])=[CH:31][CH:30]=6)=[CH:26][CH:25]=[CH:24]5)=[C:20]4[N:19]=3)=[CH:14][CH:13]=2)[CH2:11][CH2:10][CH2:9]1)(C)(C)C.